From a dataset of Catalyst prediction with 721,799 reactions and 888 catalyst types from USPTO. Predict which catalyst facilitates the given reaction. (1) Reactant: Cl.Cl[C:3]1[N:16]2[C:7](=[N:8][C:9]3[C:14]([C:15]2=[O:17])=[C:13]([F:18])[CH:12]=[CH:11][CH:10]=3)[C:6]2[CH:19]=[CH:20][N:21]([S:22]([C:25]3[CH:30]=[CH:29][C:28]([CH3:31])=[CH:27][CH:26]=3)(=[O:24])=[O:23])[C:5]=2[N:4]=1.[CH3:32][O:33][C:34]1[CH:35]=[C:36]2[C:40](=[CH:41][C:42]=1[NH2:43])[N:39]([C:44](=[O:51])[C@H:45]1[CH2:49][CH2:48][CH2:47][N:46]1[CH3:50])[CH2:38][CH2:37]2.C(=O)(O)[O-].[Na+].ClCCl. Product: [F:18][C:13]1[CH:12]=[CH:11][CH:10]=[C:9]2[C:14]=1[C:15](=[O:17])[N:16]1[C:3]([NH:43][C:42]3[CH:41]=[C:40]4[C:36]([CH2:37][CH2:38][N:39]4[C:44](=[O:51])[C@H:45]4[CH2:49][CH2:48][CH2:47][N:46]4[CH3:50])=[CH:35][C:34]=3[O:33][CH3:32])=[N:4][C:5]3[N:21]([S:22]([C:25]4[CH:26]=[CH:27][C:28]([CH3:31])=[CH:29][CH:30]=4)(=[O:23])=[O:24])[CH:20]=[CH:19][C:6]=3[C:7]1=[N:8]2. The catalyst class is: 836. (2) Reactant: CCN(C(C)C)C(C)C.[Cl:10][C:11]1[CH:20]=[C:19]2[C:14]([C:15]([OH:29])=[C:16]([C:24](OCC)=[O:25])[C:17](=[O:23])[C:18]2([CH3:22])[CH3:21])=[CH:13][CH:12]=1.Cl.[C:31]([O:35][C:36](=[O:39])[CH2:37][NH2:38])([CH3:34])([CH3:33])[CH3:32]. The catalyst class is: 440. Product: [Cl:10][C:11]1[CH:20]=[C:19]2[C:14]([C:15]([OH:29])=[C:16]([C:24]([NH:38][CH2:37][C:36]([O:35][C:31]([CH3:34])([CH3:33])[CH3:32])=[O:39])=[O:25])[C:17](=[O:23])[C:18]2([CH3:22])[CH3:21])=[CH:13][CH:12]=1. (3) Reactant: [CH3:1][CH:2]([CH3:28])[CH2:3][C@H:4]([C:20]1([C:25]([NH2:27])=[O:26])[CH2:24][CH:23]=[CH:22][CH2:21]1)[C:5](=[O:19])[NH:6][CH:7]1[C:13](=[O:14])[NH:12][C:11]2[CH:15]=[CH:16][CH:17]=[CH:18][C:10]=2[CH2:9][CH2:8]1.C([O-])([O-])=O.[K+].[K+].[F:35][C:36]1[CH:50]=[CH:49][CH:48]=[CH:47][C:37]=1[O:38][C:39]1[CH:40]=[C:41]([CH:44]=[CH:45][CH:46]=1)[CH2:42]Br. Product: [F:35][C:36]1[CH:50]=[CH:49][CH:48]=[CH:47][C:37]=1[O:38][C:39]1[CH:40]=[C:41]([CH:44]=[CH:45][CH:46]=1)[CH2:42][N:12]1[C:13](=[O:14])[CH:7]([NH:6][C:5]([CH:4]([C:20]2([C:25]([NH2:27])=[O:26])[CH2:21][CH:22]=[CH:23][CH2:24]2)[CH2:3][CH:2]([CH3:28])[CH3:1])=[O:19])[CH2:8][CH2:9][C:10]2[CH:18]=[CH:17][CH:16]=[CH:15][C:11]1=2. The catalyst class is: 23. (4) Reactant: [CH3:1][C:2]([C@@H:4]1[C@@:8]2([CH3:23])[CH2:9][CH2:10][C@@H:11]3[C@@:16]4([CH3:22])[CH2:17][CH2:18][C@H:19]([OH:21])[CH2:20][C:15]4=[CH:14][CH2:13][C@H:12]3[C@@H:7]2[CH2:6][CH2:5]1)=[O:3]. Product: [OH:21][C@H:19]1[CH2:18][CH2:17][C@@:16]2([CH3:22])[C@@H:15]([CH2:14][CH2:13][C@@H:12]3[C@@H:11]2[CH2:10][CH2:9][C@@:8]2([CH3:23])[C@H:7]3[CH2:6][CH2:5][C@@H:4]2[C:2](=[O:3])[CH3:1])[CH2:20]1. The catalyst class is: 45.